This data is from Peptide-MHC class II binding affinity with 134,281 pairs from IEDB. The task is: Regression. Given a peptide amino acid sequence and an MHC pseudo amino acid sequence, predict their binding affinity value. This is MHC class II binding data. (1) The MHC is DRB1_1101 with pseudo-sequence DRB1_1101. The peptide sequence is CVYNMMGKREKKLGE. The binding affinity (normalized) is 0.796. (2) The peptide sequence is INEPTAAAIAYGLTR. The MHC is HLA-DQA10102-DQB10602 with pseudo-sequence HLA-DQA10102-DQB10602. The binding affinity (normalized) is 0.729. (3) The peptide sequence is PEFQSIVQTLNAMPE. The MHC is HLA-DPA10103-DPB10301 with pseudo-sequence HLA-DPA10103-DPB10301. The binding affinity (normalized) is 0.224. (4) The peptide sequence is GVFIHNDVEAWMDRYKYY. The MHC is DRB1_0301 with pseudo-sequence DRB1_0301. The binding affinity (normalized) is 0.414. (5) The peptide sequence is PGVDYTITVYAVTYY. The MHC is DRB1_0802 with pseudo-sequence DRB1_0802. The binding affinity (normalized) is 0.180. (6) The peptide sequence is KMIGGIGGFIKVRQYDQITI. The MHC is DRB5_0101 with pseudo-sequence DRB5_0101. The binding affinity (normalized) is 0.556. (7) The peptide sequence is YISAIVQGERMDEPIPA. The MHC is DRB3_0101 with pseudo-sequence DRB3_0101. The binding affinity (normalized) is 0. (8) The peptide sequence is ATFEAMYLGTCKTLT. The MHC is HLA-DQA10101-DQB10501 with pseudo-sequence HLA-DQA10101-DQB10501. The binding affinity (normalized) is 0.